From a dataset of NCI-60 drug combinations with 297,098 pairs across 59 cell lines. Regression. Given two drug SMILES strings and cell line genomic features, predict the synergy score measuring deviation from expected non-interaction effect. (1) Drug 1: CC1=CC=C(C=C1)C2=CC(=NN2C3=CC=C(C=C3)S(=O)(=O)N)C(F)(F)F. Drug 2: C#CCC(CC1=CN=C2C(=N1)C(=NC(=N2)N)N)C3=CC=C(C=C3)C(=O)NC(CCC(=O)O)C(=O)O. Cell line: A498. Synergy scores: CSS=45.0, Synergy_ZIP=1.98, Synergy_Bliss=0.254, Synergy_Loewe=-18.7, Synergy_HSA=-0.631. (2) Drug 1: CCC(=C(C1=CC=CC=C1)C2=CC=C(C=C2)OCCN(C)C)C3=CC=CC=C3.C(C(=O)O)C(CC(=O)O)(C(=O)O)O. Drug 2: C1CN(P(=O)(OC1)NCCCl)CCCl. Cell line: NCI-H522. Synergy scores: CSS=3.73, Synergy_ZIP=-0.706, Synergy_Bliss=0.905, Synergy_Loewe=0.746, Synergy_HSA=0.781. (3) Drug 1: CC1=C2C(C(=O)C3(C(CC4C(C3C(C(C2(C)C)(CC1OC(=O)C(C(C5=CC=CC=C5)NC(=O)C6=CC=CC=C6)O)O)OC(=O)C7=CC=CC=C7)(CO4)OC(=O)C)O)C)OC(=O)C. Drug 2: C1C(C(OC1N2C=NC3=C2NC=NCC3O)CO)O. Cell line: HT29. Synergy scores: CSS=75.9, Synergy_ZIP=13.4, Synergy_Bliss=9.59, Synergy_Loewe=-19.6, Synergy_HSA=10.5. (4) Drug 1: CC1=CC=C(C=C1)C2=CC(=NN2C3=CC=C(C=C3)S(=O)(=O)N)C(F)(F)F. Drug 2: COC1=NC(=NC2=C1N=CN2C3C(C(C(O3)CO)O)O)N. Cell line: LOX IMVI. Synergy scores: CSS=-1.54, Synergy_ZIP=0.943, Synergy_Bliss=-1.91, Synergy_Loewe=-1.79, Synergy_HSA=-3.65. (5) Drug 1: CC1CCC2CC(C(=CC=CC=CC(CC(C(=O)C(C(C(=CC(C(=O)CC(OC(=O)C3CCCCN3C(=O)C(=O)C1(O2)O)C(C)CC4CCC(C(C4)OC)O)C)C)O)OC)C)C)C)OC. Drug 2: CN(C(=O)NC(C=O)C(C(C(CO)O)O)O)N=O. Cell line: HCT-15. Synergy scores: CSS=21.1, Synergy_ZIP=-2.08, Synergy_Bliss=1.17, Synergy_Loewe=-14.7, Synergy_HSA=-0.405. (6) Drug 1: CN1CCC(CC1)COC2=C(C=C3C(=C2)N=CN=C3NC4=C(C=C(C=C4)Br)F)OC. Drug 2: CC1=C(C=C(C=C1)NC2=NC=CC(=N2)N(C)C3=CC4=NN(C(=C4C=C3)C)C)S(=O)(=O)N.Cl. Cell line: BT-549. Synergy scores: CSS=1.06, Synergy_ZIP=3.46, Synergy_Bliss=6.77, Synergy_Loewe=2.51, Synergy_HSA=3.18. (7) Drug 1: C1=CC=C(C(=C1)C(C2=CC=C(C=C2)Cl)C(Cl)Cl)Cl. Drug 2: C1CN(P(=O)(OC1)NCCCl)CCCl. Cell line: MALME-3M. Synergy scores: CSS=0.817, Synergy_ZIP=1.77, Synergy_Bliss=2.93, Synergy_Loewe=1.14, Synergy_HSA=-0.267.